Dataset: Reaction yield outcomes from USPTO patents with 853,638 reactions. Task: Predict the reaction yield, written as a fraction of the theoretical maximum amount of product (1.0 means a 100% yield; for example, 0.34 means a 34% yield). (1) The reactants are [CH3:1][O:2][N:3]([CH3:14])[C:4]([C:6]1[NH:10][N:9]=[C:8]([N+:11]([O-])=O)[CH:7]=1)=[O:5]. The catalyst is [Pd].CO. The product is [NH2:11][C:8]1[CH:7]=[C:6]([C:4]([N:3]([O:2][CH3:1])[CH3:14])=[O:5])[NH:10][N:9]=1. The yield is 0.810. (2) The yield is 0.910. The reactants are [S:1]1[CH:5]=[CH:4][CH:3]=[C:2]1[CH2:6][NH2:7].[C:8](OC(=O)C)(=[O:10])[CH3:9].O. The catalyst is CN(C1C=CN=CC=1)C.C(Cl)Cl. The product is [S:1]1[CH:5]=[CH:4][CH:3]=[C:2]1[CH2:6][NH:7][C:8](=[O:10])[CH3:9]. (3) The reactants are [OH:1][C:2]1[CH:12]=[CH:11][C:5]([C:6]([O:8][CH2:9][CH3:10])=[O:7])=[CH:4][CH:3]=1.Br[CH2:14][CH2:15][CH3:16].[H-].[Na+]. The catalyst is CN(C=O)C.C(OCC)(=O)C. The product is [CH2:9]([O:8][C:6](=[O:7])[C:5]1[CH:4]=[CH:3][C:2]([O:1][CH2:14][CH2:15][CH3:16])=[CH:12][CH:11]=1)[CH3:10]. The yield is 0.910.